This data is from Forward reaction prediction with 1.9M reactions from USPTO patents (1976-2016). The task is: Predict the product of the given reaction. (1) Given the reactants [CH3:1][O:2][C:3]1[CH:12]=[C:11]2[C:6]([CH:7]=[C:8]([C:14]([OH:16])=O)[C:9](=[O:13])[NH:10]2)=[CH:5][C:4]=1[O:17][CH2:18][CH2:19][O:20][CH3:21].CN(C(ON1N=NC2C=CC=NC1=2)=[N+](C)C)C.F[P-](F)(F)(F)(F)F.[CH3:46][O:47][C:48](=[O:57])[C:49]1[CH:54]=[CH:53][C:52]([Cl:55])=[C:51]([NH2:56])[CH:50]=1.C(=O)(O)[O-].[Na+], predict the reaction product. The product is: [Cl:55][C:52]1[CH:53]=[CH:54][C:49]([C:48]([O:47][CH3:46])=[O:57])=[CH:50][C:51]=1[NH:56][C:14]([C:8]1[C:9](=[O:13])[NH:10][C:11]2[C:6]([CH:7]=1)=[CH:5][C:4]([O:17][CH2:18][CH2:19][O:20][CH3:21])=[C:3]([O:2][CH3:1])[CH:12]=2)=[O:16]. (2) Given the reactants [NH2:1][CH2:2][C:3]1[C:12](=[O:13])[C:11]2[C:6](=[CH:7][C:8]([Cl:14])=[CH:9][CH:10]=2)[N:5]([C:15]2[CH:20]=[CH:19][CH:18]=[CH:17][CH:16]=2)[C:4]=1[C:21]([N:23]([CH3:25])[CH3:24])=[O:22].[CH3:26][O:27][C:28]1[CH:36]=[CH:35][C:31]([C:32](O)=[O:33])=[CH:30][CH:29]=1, predict the reaction product. The product is: [CH3:24][N:23]([CH3:25])[C:21]([C:4]1[N:5]([C:15]2[CH:20]=[CH:19][CH:18]=[CH:17][CH:16]=2)[C:6]2[C:11]([C:12](=[O:13])[C:3]=1[CH2:2][NH:1][C:32](=[O:33])[C:31]1[CH:35]=[CH:36][C:28]([O:27][CH3:26])=[CH:29][CH:30]=1)=[CH:10][CH:9]=[C:8]([Cl:14])[CH:7]=2)=[O:22]. (3) The product is: [C:9]([N:38]1[CH2:39][CH2:40][CH:36]([S:35][C:16]([C:23]2[CH:24]=[CH:25][CH:26]=[CH:27][CH:28]=2)([C:29]2[CH:34]=[CH:33][CH:32]=[CH:31][CH:30]=2)[C:17]2[CH:18]=[CH:19][CH:20]=[CH:21][CH:22]=2)[CH:37]1[C:41]([OH:43])=[O:42])([O:11][C:12]([CH3:13])([CH3:14])[CH3:15])=[O:10]. Given the reactants [C:9](O[C:9]([O:11][C:12]([CH3:15])([CH3:14])[CH3:13])=[O:10])([O:11][C:12]([CH3:15])([CH3:14])[CH3:13])=[O:10].[C:16]([S:35][CH:36]1[CH2:40][CH2:39][NH:38][CH:37]1[C:41]([OH:43])=[O:42])([C:29]1[CH:34]=[CH:33][CH:32]=[CH:31][CH:30]=1)([C:23]1[CH:28]=[CH:27][CH:26]=[CH:25][CH:24]=1)[C:17]1[CH:22]=[CH:21][CH:20]=[CH:19][CH:18]=1.C(N(CC)CC)C, predict the reaction product. (4) Given the reactants [CH2:1]([O:3][C:4]([C:6]1[S:7][C:8](SC)=[C:9]2[C:14](=[O:15])[NH:13][C:12]([CH3:16])=[N:11][C:10]=12)=[O:5])[CH3:2].[CH:19]1C=C(Cl)C=C(C(OO)=O)C=1.[O-:30][S:31]([O-:33])=O.[Na+].[Na+], predict the reaction product. The product is: [CH2:1]([O:3][C:4]([C:6]1[S:7][C:8]([S:31]([CH3:19])(=[O:33])=[O:30])=[C:9]2[C:10]=1[N:11]=[C:12]([CH3:16])[NH:13][C:14]2=[O:15])=[O:5])[CH3:2]. (5) The product is: [NH2:1][C:2]1[CH:7]=[CH:6][C:5]([S:8]([NH:11][C:12]([CH3:15])([CH3:14])[CH3:13])(=[O:10])=[O:9])=[CH:4][C:3]=1[Br:23]. Given the reactants [NH2:1][C:2]1[CH:7]=[CH:6][C:5]([S:8]([NH:11][C:12]([CH3:15])([CH3:14])[CH3:13])(=[O:10])=[O:9])=[CH:4][CH:3]=1.C1C(=O)N([Br:23])C(=O)C1, predict the reaction product. (6) Given the reactants [F:1][C:2]([F:15])([F:14])[C:3]1[CH:4]=[CH:5][C:6]([O:9][CH2:10][CH2:11][CH2:12][OH:13])=[N:7][CH:8]=1.O[N:17]1[C:21](=[O:22])[C:20]2=CC=CC=[C:19]2[C:18]1=[O:27].C1(P(C2C=CC=CC=2)C2C=CC=CC=2)C=CC=CC=1.N(C(OCC)=O)=NC(OCC)=O, predict the reaction product. The product is: [F:15][C:2]([F:14])([F:1])[C:3]1[CH:4]=[CH:5][C:6]([O:9][CH2:10][CH2:11][CH2:12][O:13][N:17]2[C:21](=[O:22])[CH2:20][CH2:19][C:18]2=[O:27])=[N:7][CH:8]=1.